From a dataset of Reaction yield outcomes from USPTO patents with 853,638 reactions. Predict the reaction yield, written as a fraction of the theoretical maximum amount of product (1.0 means a 100% yield; for example, 0.34 means a 34% yield). (1) The reactants are [OH:1][C:2]1[CH:3]=[C:4]([C:8]2[C:17]3[C:12](=[C:13]([C:18]([F:21])([F:20])[F:19])[CH:14]=[CH:15][CH:16]=3)[N:11]=[CH:10][C:9]=2[C:22]([C:24]2[CH:29]=[CH:28][CH:27]=[CH:26][CH:25]=2)=[O:23])[CH:5]=[CH:6][CH:7]=1.Br[CH2:31][C:32]1[CH:37]=[CH:36][CH:35]=[CH:34][C:33]=1[N+:38]([O-:40])=[O:39]. The catalyst is CN(C=O)C. The product is [N+:38]([C:33]1[CH:34]=[CH:35][CH:36]=[CH:37][C:32]=1[CH2:31][O:1][C:2]1[CH:3]=[C:4]([C:8]2[C:17]3[C:12](=[C:13]([C:18]([F:21])([F:19])[F:20])[CH:14]=[CH:15][CH:16]=3)[N:11]=[CH:10][C:9]=2[C:22]([C:24]2[CH:25]=[CH:26][CH:27]=[CH:28][CH:29]=2)=[O:23])[CH:5]=[CH:6][CH:7]=1)([O-:40])=[O:39]. The yield is 0.330. (2) The reactants are [CH:1]1([O:7][C:8]2[CH:34]=[CH:33][C:11]([O:12][C:13]3[CH:18]=[CH:17][C:16]([CH2:19][C:20]([NH:22][C:23]4[CH:32]=[CH:31][CH:30]=[CH:29][C:24]=4[C:25]([O:27]C)=[O:26])=[O:21])=[CH:15][CH:14]=3)=[CH:10][CH:9]=2)[CH2:6][CH2:5][CH2:4][CH2:3][CH2:2]1.CO.[OH-].[Li+].Cl. The catalyst is C1COCC1. The product is [CH:1]1([O:7][C:8]2[CH:9]=[CH:10][C:11]([O:12][C:13]3[CH:18]=[CH:17][C:16]([CH2:19][C:20]([NH:22][C:23]4[CH:32]=[CH:31][CH:30]=[CH:29][C:24]=4[C:25]([OH:27])=[O:26])=[O:21])=[CH:15][CH:14]=3)=[CH:33][CH:34]=2)[CH2:6][CH2:5][CH2:4][CH2:3][CH2:2]1. The yield is 0.510. (3) The reactants are [OH:1][C:2]1[CH:3]=[C:4]2[C:7](=[CH:8][C:9]=1[O:10][CH3:11])[C:6]([CH2:14][CH2:15][CH2:16][O:17][CH:18]1[CH2:23][CH2:22][CH2:21][CH2:20][O:19]1)([C:12]#[N:13])[CH2:5]2.CCN(CC)CC.[Si:31](OS(C(F)(F)F)(=O)=O)([CH:38]([CH3:40])[CH3:39])([CH:35]([CH3:37])[CH3:36])[CH:32]([CH3:34])[CH3:33]. The catalyst is C(Cl)Cl. The product is [O:19]1[CH2:20][CH2:21][CH2:22][CH2:23][CH:18]1[O:17][CH2:16][CH2:15][CH2:14][C:6]1([C:12]#[N:13])[CH2:5][C:4]2[C:7]1=[CH:8][C:9]([O:10][CH3:11])=[C:2]([O:1][Si:31]([CH:38]([CH3:40])[CH3:39])([CH:35]([CH3:37])[CH3:36])[CH:32]([CH3:34])[CH3:33])[CH:3]=2. The yield is 0.790. (4) The reactants are [F:1][C:2]1[CH:10]=[C:9]2[C:5]([CH2:6][CH2:7][C@H:8]2[NH2:11])=[CH:4][CH:3]=1.C(N(C(C)C)CC)(C)C.Cl[C:22]1[C:27]([N+:28]([O-:30])=[O:29])=[CH:26][CH:25]=[C:24]([Cl:31])[N:23]=1. No catalyst specified. The product is [Cl:31][C:24]1[N:23]=[C:22]([NH:11][C@H:8]2[C:9]3[C:5](=[CH:4][CH:3]=[C:2]([F:1])[CH:10]=3)[CH2:6][CH2:7]2)[C:27]([N+:28]([O-:30])=[O:29])=[CH:26][CH:25]=1. The yield is 0.710. (5) The reactants are [F:1][C:2]([F:25])([C:15]1[CH:16]=[C:17]2[C:22](=[CH:23][CH:24]=1)[N:21]=[CH:20][CH:19]=[CH:18]2)[C:3]1[N:7]2[N:8]=[C:9]([C:12](=O)[CH3:13])[CH:10]=[CH:11][C:6]2=[N:5][N:4]=1.[NH2:26][N:27]1[CH2:31][CH2:30][NH:29][C:28]1=[O:32]. The catalyst is CO. The product is [F:1][C:2]([F:25])([C:15]1[CH:16]=[C:17]2[C:22](=[CH:23][CH:24]=1)[N:21]=[CH:20][CH:19]=[CH:18]2)[C:3]1[N:7]2[N:8]=[C:9](/[C:12](=[N:26]/[N:27]3[CH2:31][CH2:30][NH:29][C:28]3=[O:32])/[CH3:13])[CH:10]=[CH:11][C:6]2=[N:5][N:4]=1. The yield is 0.320. (6) The reactants are [C:1]([O:5][C:6]([C:8]1[CH:9]=[C:10]([C:14]2[C:15]([N+:35]([O-])=O)=[CH:16][C:17]3[O:21][C:20]([C:22]4[CH:27]=[CH:26][C:25]([F:28])=[CH:24][CH:23]=4)=[C:19]([C:29]([O:31][CH2:32][CH3:33])=[O:30])[C:18]=3[CH:34]=2)[CH:11]=[CH:12][CH:13]=1)=[O:7])([CH3:4])([CH3:3])[CH3:2]. The catalyst is CCO.CC(O)=O.CCOC(C)=O.[Fe]. The yield is 0.960. The product is [NH2:35][C:15]1[C:14]([C:10]2[CH:11]=[CH:12][CH:13]=[C:8]([C:6]([O:5][C:1]([CH3:2])([CH3:4])[CH3:3])=[O:7])[CH:9]=2)=[CH:34][C:18]2[C:19]([C:29]([O:31][CH2:32][CH3:33])=[O:30])=[C:20]([C:22]3[CH:23]=[CH:24][C:25]([F:28])=[CH:26][CH:27]=3)[O:21][C:17]=2[CH:16]=1. (7) The reactants are S(Cl)(Cl)=O.[NH2:5][C:6]1[C:7]([C:11]([OH:13])=[O:12])=[N:8][S:9][CH:10]=1.[CH3:14]O. No catalyst specified. The product is [CH3:14][O:12][C:11]([C:7]1[C:6]([NH2:5])=[CH:10][S:9][N:8]=1)=[O:13]. The yield is 0.870.